Predict the reactants needed to synthesize the given product. From a dataset of Full USPTO retrosynthesis dataset with 1.9M reactions from patents (1976-2016). (1) Given the product [F:11][C:12]1[CH:18]=[CH:17][C:15]([NH:16][C:3]([C:5]2([C:8]([OH:10])=[O:9])[CH2:7][CH2:6]2)=[O:2])=[CH:14][CH:13]=1, predict the reactants needed to synthesize it. The reactants are: C[O:2][C:3]([C:5]1([C:8]([OH:10])=[O:9])[CH2:7][CH2:6]1)=O.[F:11][C:12]1[CH:18]=[CH:17][C:15]([NH2:16])=[CH:14][CH:13]=1.C(Cl)CCl.C1C=CC2N(O)N=NC=2C=1. (2) Given the product [CH3:1][O:2][C:3]1[C:11]2[N:10]([CH2:19][C:20]([C:23]3[CH:28]=[CH:27][N:26]=[CH:25][CH:24]=3)([OH:21])[CH3:22])[C:9]3[CH2:12][CH2:13][N:14]([CH3:16])[CH2:15][C:8]=3[C:7]=2[CH:6]=[CH:5][CH:4]=1, predict the reactants needed to synthesize it. The reactants are: [CH3:1][O:2][C:3]1[C:11]2[NH:10][C:9]3[CH2:12][CH2:13][N:14]([CH3:16])[CH2:15][C:8]=3[C:7]=2[CH:6]=[CH:5][CH:4]=1.[H-].[Na+].[CH3:19][C:20]1([C:23]2[CH:28]=[CH:27][N:26]=[CH:25][CH:24]=2)[CH2:22][O:21]1. (3) Given the product [OH:2]/[CH:1]=[C:7]1/[CH2:8][C:9]2([C:24]3[CH:25]=[CH:26][CH:27]=[CH:28][CH:29]=3)[C:17]3[C:13](=[C:14]([C:18]4[CH:19]=[CH:20][CH:21]=[CH:22][CH:23]=4)[NH:15][N:16]=3)[CH2:12][CH2:11][CH:10]2[CH:5]([CH3:4])[C:6]/1=[O:30], predict the reactants needed to synthesize it. The reactants are: [CH3:1][O-:2].[Na+].[CH3:4][CH:5]1[CH:10]2[CH2:11][CH2:12][C:13]3[C:17]([C:9]2([C:24]2[CH:29]=[CH:28][CH:27]=[CH:26][CH:25]=2)[CH2:8][CH2:7][C:6]1=[O:30])=[N:16][NH:15][C:14]=3[C:18]1[CH:23]=[CH:22][CH:21]=[CH:20][CH:19]=1. (4) Given the product [O:14]=[C:12]([NH:13][S:22]([C:16]1[CH:21]=[CH:20][CH:19]=[CH:18][CH:17]=1)(=[O:24])=[O:23])[C@@H:8]([NH:7][C:6](=[O:15])[O:5][C:1]([CH3:4])([CH3:2])[CH3:3])[CH2:9][C:10]#[CH:11], predict the reactants needed to synthesize it. The reactants are: [C:1]([O:5][C:6](=[O:15])[NH:7][C@H:8]([C:12](=[O:14])[NH2:13])[CH2:9][C:10]#[CH:11])([CH3:4])([CH3:3])[CH3:2].[C:16]1([S:22](O)(=[O:24])=[O:23])[CH:21]=[CH:20][CH:19]=[CH:18][CH:17]=1.CCN=C=NCCCN(C)C. (5) Given the product [Cl:17][C:15]1[CH:14]=[C:11]([CH:10]=[C:9]([O:8][C:7]2[C:2]([OH:20])=[N:3][CH:4]=[CH:5][C:6]=2[Cl:18])[CH:16]=1)[C:12]#[N:13], predict the reactants needed to synthesize it. The reactants are: N[C:2]1[C:7]([O:8][C:9]2[CH:10]=[C:11]([CH:14]=[C:15]([Cl:17])[CH:16]=2)[C:12]#[N:13])=[C:6]([Cl:18])[CH:5]=[CH:4][N:3]=1.N([O-])=[O:20].[Na+]. (6) Given the product [C:1]([C:5]([C:11]([O:14][CH2:17][CH2:18][O:19][CH2:20][CH2:21][O:22][C:8]([C:5]([C:1]([F:2])([F:3])[F:4])([F:6])[F:7])=[O:9])=[O:12])([F:7])[F:6])([F:4])([F:3])[F:2], predict the reactants needed to synthesize it. The reactants are: [C:1]([C:5]([C:8](F)=[O:9])([F:7])[F:6])([F:4])([F:3])[F:2].[C:11]([O-:14])(O)=[O:12].[Na+].O[CH2:17][CH2:18][O:19][CH2:20][CH2:21][OH:22]. (7) Given the product [Br:19][C:11]1[C:12]([C:14]([F:16])([F:17])[F:15])=[CH:13][C:8]([O:7][CH2:6][CH2:5][CH2:4][C:2]([CH3:1])([OH:18])[CH3:3])=[N:9][CH:10]=1, predict the reactants needed to synthesize it. The reactants are: [CH3:1][C:2]([OH:18])([CH2:4][CH2:5][CH2:6][O:7][C:8]1[CH:13]=[C:12]([C:14]([F:17])([F:16])[F:15])[CH:11]=[CH:10][N:9]=1)[CH3:3].[Br:19]Br.C([O-])(O)=O.[Na+].